Dataset: Peptide-MHC class I binding affinity with 185,985 pairs from IEDB/IMGT. Task: Regression. Given a peptide amino acid sequence and an MHC pseudo amino acid sequence, predict their binding affinity value. This is MHC class I binding data. (1) The peptide sequence is PELGAFFAI. The MHC is HLA-A26:01 with pseudo-sequence HLA-A26:01. The binding affinity (normalized) is 0.0847. (2) The peptide sequence is KSAGFPFNK. The MHC is HLA-A68:01 with pseudo-sequence HLA-A68:01. The binding affinity (normalized) is 0.608. (3) The peptide sequence is YHEDIHTYL. The MHC is Mamu-A07 with pseudo-sequence Mamu-A07. The binding affinity (normalized) is 0.301.